Dataset: Full USPTO retrosynthesis dataset with 1.9M reactions from patents (1976-2016). Task: Predict the reactants needed to synthesize the given product. (1) The reactants are: [OH:1][C:2]1[CH:10]=[CH:9][C:5]([C:6]([OH:8])=O)=[CH:4][N:3]=1.S(Cl)(Cl)=O.C(N(CC)CC)C.[F:22][C:23]1[CH:28]=[CH:27][C:26]([CH:29]([C:33]2[CH:38]=[CH:37][C:36]([S:39]([CH3:42])(=[O:41])=[O:40])=[CH:35][CH:34]=2)[CH2:30][CH2:31][NH2:32])=[CH:25][CH:24]=1. Given the product [F:22][C:23]1[CH:28]=[CH:27][C:26]([CH:29]([C:33]2[CH:38]=[CH:37][C:36]([S:39]([CH3:42])(=[O:41])=[O:40])=[CH:35][CH:34]=2)[CH2:30][CH2:31][NH:32][C:6]([C:5]2[CH:9]=[CH:10][C:2](=[O:1])[NH:3][CH:4]=2)=[O:8])=[CH:25][CH:24]=1, predict the reactants needed to synthesize it. (2) Given the product [CH2:2]([NH:96][C:9](=[O:13])[CH:10]=[CH2:11])[C:3]1[CH:4]=[CH:5][CH:6]=[CH:7][CH:8]=1, predict the reactants needed to synthesize it. The reactants are: C=[CH:2][C:3]1[CH:8]=[CH:7][CH:6]=[CH:5][CH:4]=1.[C:9]([O:13]CC(CC)CCCC)(=O)[CH:10]=[CH2:11].C(OCCO)(=O)C=C.C(OCCCC)(=O)C(C)=C.C(OC(C)(C)C)(=O)C(C)=C.C(OCCOC(=O)C(C)=C)(=O)C(C)=C.SCCC(OCC(COC(=O)CCS)(COC(=O)CCS)COC(=O)CCS)=O.CC(CC)C#[N:96].C12BC(CCC1)CCC2. (3) The reactants are: [Br:1][C:2]1[CH:3]=[C:4]([N:8]2[C:12]([C:13]3[CH:18]=[CH:17][C:16]([F:19])=[C:15]([Cl:20])[CH:14]=3)=[CH:11][C:10]([C:21]([OH:23])=O)=[N:9]2)[CH:5]=[CH:6][CH:7]=1.ClC1C=C(N2C(C3C=CC=C(OCCO)C=3)=CC(C([N:48]3[CH2:52][C:51](=[O:53])[NH:50][CH2:49]3)=O)=N2)C=CC=1. Given the product [Br:1][C:2]1[CH:3]=[C:4]([N:8]2[C:12]([C:13]3[CH:18]=[CH:17][C:16]([F:19])=[C:15]([Cl:20])[CH:14]=3)=[CH:11][C:10]([C:21]([N:48]3[CH2:52][C:51](=[O:53])[NH:50][CH2:49]3)=[O:23])=[N:9]2)[CH:5]=[CH:6][CH:7]=1, predict the reactants needed to synthesize it. (4) Given the product [Br:17][C:18]1[N:19]=[C:20]([C:24]([NH:1][C@H:2]2[CH2:7][CH2:6][N:5]([C:8]([O:10][C:11]([CH3:12])([CH3:13])[CH3:14])=[O:9])[CH2:4][C@H:3]2[O:15][CH3:16])=[O:25])[NH:21][C:22]=1[CH3:23], predict the reactants needed to synthesize it. The reactants are: [NH2:1][C@H:2]1[CH2:7][CH2:6][N:5]([C:8]([O:10][C:11]([CH3:14])([CH3:13])[CH3:12])=[O:9])[CH2:4][C@H:3]1[O:15][CH3:16].[Br:17][C:18]1[N:19]=[C:20]([C:24](O)=[O:25])[NH:21][C:22]=1[CH3:23].CCN=C=NCCCN(C)C.Cl.C1C=CC2N(O)N=NC=2C=1. (5) The reactants are: N1C(Cl)=NC(Cl)=NC=1[Cl:3].CN(C)C=O.[Cl:15][C:16]1[C:17]([CH3:33])=[C:18]([C:24]([O:30][CH2:31][CH3:32])=[C:25]([CH:27](O)[CH3:28])[CH:26]=1)[C:19]([NH:21][CH2:22][CH3:23])=[O:20]. Given the product [Cl:15][C:16]1[C:17]([CH3:33])=[C:18]([C:24]([O:30][CH2:31][CH3:32])=[C:25]([CH:27]([Cl:3])[CH3:28])[CH:26]=1)[C:19]([NH:21][CH2:22][CH3:23])=[O:20], predict the reactants needed to synthesize it. (6) Given the product [F:12][C:4]1[CH:5]=[C:6]([CH2:7][OH:8])[CH:10]=[CH:11][C:3]=1[C:1]#[N:2], predict the reactants needed to synthesize it. The reactants are: [C:1]([C:3]1[CH:11]=[CH:10][C:6]([C:7](O)=[O:8])=[CH:5][C:4]=1[F:12])#[N:2].C(=O)([O-])[O-].[K+].[K+].S(OC)(OC)(=O)=O.[BH4-].[Na+]. (7) Given the product [CH2:8]([CH:11]1[CH2:20][CH2:19][CH:18]2[CH:13]([CH2:14][CH2:15][CH:16]([CH:21]3[CH2:22][CH2:23][C:24](=[O:25])[CH2:29][CH2:30]3)[CH2:17]2)[CH2:12]1)[CH2:9][CH3:10], predict the reactants needed to synthesize it. The reactants are: C1(C)C=CC=CC=1.[CH2:8]([CH:11]1[CH2:20][CH2:19][CH:18]2[CH:13]([CH2:14][CH2:15][CH:16]([CH:21]3[CH2:30][CH2:29][C:24]4(OCC[O:25]4)[CH2:23][CH2:22]3)[CH2:17]2)[CH2:12]1)[CH2:9][CH3:10]. (8) Given the product [CH3:22][N:23]([CH3:34])[C:24]1[C:25]2[C:26](=[N:30][N:31]3[C:6]([CH:8]4[CH2:9][CH2:10][N:11]([C:14]([O:16][C:17]([CH3:18])([CH3:19])[CH3:20])=[O:15])[CH2:12][CH2:13]4)=[CH:5][C:4](=[O:21])[NH:33][C:32]3=2)[N:27]=[CH:28][CH:29]=1, predict the reactants needed to synthesize it. The reactants are: C(O[C:4](=[O:21])[CH2:5][C:6]([CH:8]1[CH2:13][CH2:12][N:11]([C:14]([O:16][C:17]([CH3:20])([CH3:19])[CH3:18])=[O:15])[CH2:10][CH2:9]1)=O)C.[CH3:22][N:23]([CH3:34])[C:24]1[C:25]2[C:32]([NH2:33])=[N:31][NH:30][C:26]=2[N:27]=[CH:28][CH:29]=1.P([O-])([O-])([O-])=O.[K+].[K+].[K+]. (9) Given the product [CH2:33]([O:32][C:30]([N:27]1[CH2:28][CH2:29][N:24]([C:21]2[CH:22]=[CH:23][C:18]([N:11]3[C:12]4[C:17](=[CH:16][CH:15]=[CH:14][CH:13]=4)[NH:8][CH2:9][CH2:10]3)=[CH:19][CH:20]=2)[CH2:25][CH2:26]1)=[O:31])[C:34]1[CH:39]=[CH:38][CH:37]=[CH:36][CH:35]=1, predict the reactants needed to synthesize it. The reactants are: C(OC([N:8]1[C:17]2[C:12](=[CH:13][CH:14]=[CH:15][CH:16]=2)[N:11]([C:18]2[CH:23]=[CH:22][C:21]([N:24]3[CH2:29][CH2:28][N:27]([C:30]([O:32][CH2:33][C:34]4[CH:39]=[CH:38][CH:37]=[CH:36][CH:35]=4)=[O:31])[CH2:26][CH2:25]3)=[CH:20][CH:19]=2)[CH2:10][CH2:9]1)=O)(C)(C)C.Cl.C(=O)([O-])[O-].[Na+].[Na+]. (10) Given the product [NH2:9][C:8]1[CH:7]=[CH:6][C:5]([C:12]2[O:13][C:14]([CH3:21])=[C:15]([C:17]([O:19][CH3:20])=[O:18])[N:16]=2)=[CH:4][C:3]=1[O:2][CH3:1], predict the reactants needed to synthesize it. The reactants are: [CH3:1][O:2][C:3]1[CH:4]=[C:5]([C:12]2[O:13][C:14]([CH3:21])=[C:15]([C:17]([O:19][CH3:20])=[O:18])[N:16]=2)[CH:6]=[CH:7][C:8]=1[N+:9]([O-])=O.